From a dataset of Forward reaction prediction with 1.9M reactions from USPTO patents (1976-2016). Predict the product of the given reaction. (1) Given the reactants Cl[C:2]1[N:11]=[C:10]([CH3:12])[C:9]2[C:4](=[C:5]([CH3:13])[CH:6]=[CH:7][CH:8]=2)[N:3]=1.Br[C:15]1[N:16]=[C:17]([C:21]#[CH:22])[N:18]([CH3:20])C=1.[CH2:23]([N:25](CC)[CH2:26][CH3:27])[CH3:24].C[N:31](C=O)C, predict the reaction product. The product is: [CH3:12][C:10]1[C:9]2[C:4](=[C:5]([CH3:13])[CH:6]=[CH:7][CH:8]=2)[N:3]=[C:2]([C:22]#[C:21][C:17]2[N:18]([CH3:20])[N:31]=[C:15]([N:25]3[CH2:26][CH2:27][CH2:24][CH2:23]3)[N:16]=2)[N:11]=1. (2) Given the reactants [N:1]1[CH:6]=[CH:5][C:4]([CH2:7][CH2:8][OH:9])=[CH:3][CH:2]=1.C[Si]([N-][Si](C)(C)C)(C)C.[Na+].Cl[C:21]1[N:30]=[CH:29][CH:28]=[C:27]2[C:22]=1[CH:23]=[C:24]([C:42]1[CH:47]=[CH:46][CH:45]=[CH:44][CH:43]=1)[C:25]([C:31]1[CH:36]=[CH:35][C:34]([C:37]3([NH2:41])[CH2:40][CH2:39][CH2:38]3)=[CH:33][CH:32]=1)=[N:26]2.C(=O)(O)[O-].[Na+], predict the reaction product. The product is: [C:42]1([C:24]2[C:25]([C:31]3[CH:32]=[CH:33][C:34]([C:37]4([NH2:41])[CH2:40][CH2:39][CH2:38]4)=[CH:35][CH:36]=3)=[N:26][C:27]3[C:22]([CH:23]=2)=[C:21]([O:9][CH2:8][CH2:7][C:4]2[CH:5]=[CH:6][N:1]=[CH:2][CH:3]=2)[N:30]=[CH:29][CH:28]=3)[CH:47]=[CH:46][CH:45]=[CH:44][CH:43]=1. (3) Given the reactants [CH3:1][N:2]([C:10]1[S:11][CH:12]=[C:13]([CH2:15][CH2:16][O:17][C:18]2[CH:23]=[CH:22][C:21]([NH:24][C:25]([C:27]3[CH:32]=[CH:31][CH:30]=[CH:29][C:28]=3[C:33]3[CH:38]=[CH:37][C:36]([C:39]([F:42])([F:41])[F:40])=[CH:35][CH:34]=3)=[O:26])=[CH:20][CH:19]=2)[N:14]=1)C(=O)OC(C)(C)C.FC(F)(F)C(O)=O.C(=O)([O-])[O-].[K+].[K+], predict the reaction product. The product is: [CH3:1][NH:2][C:10]1[S:11][CH:12]=[C:13]([CH2:15][CH2:16][O:17][C:18]2[CH:19]=[CH:20][C:21]([NH:24][C:25]([C:27]3[C:28]([C:33]4[CH:34]=[CH:35][C:36]([C:39]([F:41])([F:42])[F:40])=[CH:37][CH:38]=4)=[CH:29][CH:30]=[CH:31][CH:32]=3)=[O:26])=[CH:22][CH:23]=2)[N:14]=1. (4) Given the reactants Cl[C:2]1[C:7]([NH2:8])=[C:6]([Cl:9])[N:5]=[C:4]([NH2:10])[N:3]=1.[NH2:11][CH2:12][C:13]1[CH:14]=[N:15][C:16]([CH3:22])=[C:17]([O:20][CH3:21])[C:18]=1[CH3:19], predict the reaction product. The product is: [Cl:9][C:6]1[N:5]=[C:4]([NH2:10])[N:3]=[C:2]([NH:11][CH2:12][C:13]2[CH:14]=[N:15][C:16]([CH3:22])=[C:17]([O:20][CH3:21])[C:18]=2[CH3:19])[C:7]=1[NH2:8]. (5) Given the reactants [N-:1]=[N+:2]=[N-:3].[Na+].[CH3:5][C:6]([CH3:11])=[CH:7][C:8]([OH:10])=[O:9], predict the reaction product. The product is: [N:1]([C:6]([CH3:11])([CH3:5])[CH2:7][C:8]([OH:10])=[O:9])=[N+:2]=[N-:3]. (6) Given the reactants [C:1]([O:5][C:6]([N:8]1[CH:13]([CH2:14][CH3:15])[CH2:12][CH:11]([N:16]([C:29]2[N:34]=[CH:33][C:32]([O:35][CH2:36][C:37]3[CH:42]=[CH:41][CH:40]=[CH:39][CH:38]=3)=[CH:31][N:30]=2)[CH2:17][C:18]2[CH:23]=[C:22]([C:24]([F:27])([F:26])[F:25])[CH:21]=[C:20]([Cl:28])[CH:19]=2)[CH2:10][CH:9]1[CH2:43][C:44]1[CH:49]=[CH:48][CH:47]=[CH:46][CH:45]=1)=[O:7])(C)([CH3:3])[CH3:2].Cl.C(=O)([O-])[O-].[Cs+].[Cs+].ClC(OC(C)C)=O, predict the reaction product. The product is: [CH:1]([O:5][C:6]([N:8]1[CH:13]([CH2:14][CH3:15])[CH2:12][CH:11]([N:16]([C:29]2[N:30]=[CH:31][C:32]([O:35][CH2:36][C:37]3[CH:38]=[CH:39][CH:40]=[CH:41][CH:42]=3)=[CH:33][N:34]=2)[CH2:17][C:18]2[CH:23]=[C:22]([C:24]([F:25])([F:27])[F:26])[CH:21]=[C:20]([Cl:28])[CH:19]=2)[CH2:10][CH:9]1[CH2:43][C:44]1[CH:45]=[CH:46][CH:47]=[CH:48][CH:49]=1)=[O:7])([CH3:2])[CH3:3]. (7) Given the reactants [CH2:1]([OH:4])[CH2:2][CH3:3].[N+](=[CH:7][C:8]([O:10][CH2:11][CH3:12])=[O:9])=[N-], predict the reaction product. The product is: [CH2:1]([O:4][CH2:7][C:8]([O:10][CH2:11][CH3:12])=[O:9])[CH2:2][CH3:3].